From a dataset of Reaction yield outcomes from USPTO patents with 853,638 reactions. Predict the reaction yield, written as a fraction of the theoretical maximum amount of product (1.0 means a 100% yield; for example, 0.34 means a 34% yield). (1) The reactants are BrC1C(N2CCN(C(NC3C=CC=CC=3)=O)CC2)=C2N=C(C3C=CC(N(C)C)=CC=3)NC2=NC=1.[Br:35][C:36]1[C:37]([N:46]2[CH2:51][CH2:50][N:49]([CH2:52][C:53]3[CH:54]=[N:55][C:56]([C:59]([F:62])([F:61])[F:60])=[CH:57][CH:58]=3)[CH2:48][CH2:47]2)=[C:38]([N+:43]([O-])=O)[C:39]([NH2:42])=[N:40][CH:41]=1.[O-]S(S([O-])=O)=O.[Na+].[Na+].[CH3:71][O:72][C:73]1[CH:78]=[CH:77][C:76]([CH:79]=O)=[CH:75][CH:74]=1. The catalyst is C(O)C.CN(C=O)C. The product is [Br:35][C:36]1[C:37]([N:46]2[CH2:51][CH2:50][N:49]([CH2:52][C:53]3[CH:54]=[N:55][C:56]([C:59]([F:62])([F:61])[F:60])=[CH:57][CH:58]=3)[CH2:48][CH2:47]2)=[C:38]2[N:43]=[C:79]([C:76]3[CH:77]=[CH:78][C:73]([O:72][CH3:71])=[CH:74][CH:75]=3)[NH:42][C:39]2=[N:40][CH:41]=1. The yield is 0.520. (2) The reactants are C(N(S(F)(F)[F:7])CC)C.[CH2:10]([O:17][C:18]([N:20]1[CH2:24][C@@H:23](O)[CH2:22][C@@H:21]1[CH2:26][C:27]1[C:28]([CH3:34])=[N:29][N:30]([CH3:33])[C:31]=1[CH3:32])=[O:19])[C:11]1[CH:16]=[CH:15][CH:14]=[CH:13][CH:12]=1. The catalyst is C(Cl)Cl. The product is [CH2:10]([O:17][C:18]([N:20]1[CH2:24][C@H:23]([F:7])[CH2:22][C@@H:21]1[CH2:26][C:27]1[C:28]([CH3:34])=[N:29][N:30]([CH3:33])[C:31]=1[CH3:32])=[O:19])[C:11]1[CH:16]=[CH:15][CH:14]=[CH:13][CH:12]=1. The yield is 0.710. (3) The yield is 0.600. The product is [Br:39][C:19]1[CH:20]=[C:11]2[C:10]([C:21]([O:23][CH3:24])=[O:22])=[N:9][N:8]([C:5]3[CH:6]=[CH:7][C:2]([F:1])=[CH:3][CH:4]=3)[C:12]2=[C:13]2[C:18]=1[CH:17]=[N:16][CH:15]=[CH:14]2. The reactants are [F:1][C:2]1[CH:7]=[CH:6][C:5]([N:8]2[C:12]3[C:13]4[CH:14]=[CH:15][N:16]=[CH:17][C:18]=4[CH2:19][CH2:20][C:11]=3[C:10]([C:21]([O:23][CH3:24])=[O:22])=[N:9]2)=[CH:4][CH:3]=1.O=P12OP3(OP(OP(O3)(O1)=O)(=O)O2)=O.[Br:39]Br.N. The catalyst is P(OC)(OC)(OC)=O.O.CCOC(C)=O. (4) The reactants are [CH2:1]([O:8][C:9]1[C:14](=[O:15])[N:13]2[CH:16]=[C:17]([CH2:20][N:21]3[CH2:26][CH2:25][O:24][CH2:23][CH2:22]3)[CH:18]=[CH:19][C:12]2=[N:11][C:10]=1[C:27]([NH:29][NH2:30])=[O:28])[C:2]1[CH:7]=[CH:6][CH:5]=[CH:4][CH:3]=1.C(=O)([O-])[O-].[Na+].[Na+].[F:37][C:38]1[CH:43]=[CH:42][C:41]([CH2:44][C:45](Cl)=[O:46])=[CH:40][CH:39]=1.O. The catalyst is O1CCCC1. The product is [F:37][C:38]1[CH:43]=[CH:42][C:41]([CH2:44][C:45]([NH:30][NH:29][C:27]([C:10]2[N:11]=[C:12]3[CH:19]=[CH:18][C:17]([CH2:20][N:21]4[CH2:26][CH2:25][O:24][CH2:23][CH2:22]4)=[CH:16][N:13]3[C:14](=[O:15])[C:9]=2[O:8][CH2:1][C:2]2[CH:7]=[CH:6][CH:5]=[CH:4][CH:3]=2)=[O:28])=[O:46])=[CH:40][CH:39]=1. The yield is 0.648. (5) The reactants are Br[C:2]1[C:7](=[O:8])[N:6]([CH2:9][C:10]2[CH:15]=[CH:14][C:13]([C:16]3[C:17]([C:22]#[N:23])=[CH:18][CH:19]=[CH:20][CH:21]=3)=[C:12]([F:24])[CH:11]=2)[C:5]([CH2:25][CH2:26][CH3:27])=[N:4][C:3]=1[CH3:28].[CH:29]([O:32][C:33]1[CH:38]=[CH:37][C:36](B(O)O)=[CH:35][CH:34]=1)([CH3:31])[CH3:30].C(=O)([O-])[O-].[Cs+].[Cs+].O1CCOCC1. The catalyst is C(OCC)(=O)C.C1C=CC(P(C2C=CC=CC=2)[C-]2C=CC=C2)=CC=1.C1C=CC(P(C2C=CC=CC=2)[C-]2C=CC=C2)=CC=1.Cl[Pd]Cl.[Fe+2].ClCCl. The product is [F:24][C:12]1[CH:11]=[C:10]([CH2:9][N:6]2[C:7](=[O:8])[C:2]([C:36]3[CH:37]=[CH:38][C:33]([O:32][CH:29]([CH3:31])[CH3:30])=[CH:34][CH:35]=3)=[C:3]([CH3:28])[N:4]=[C:5]2[CH2:25][CH2:26][CH3:27])[CH:15]=[CH:14][C:13]=1[C:16]1[C:17]([C:22]#[N:23])=[CH:18][CH:19]=[CH:20][CH:21]=1. The yield is 0.990. (6) The reactants are [NH:1]1[CH2:4][CH:3]([C:5]([OH:7])=[O:6])[CH2:2]1.S(Cl)([Cl:10])=O.[CH3:12]O. No catalyst specified. The product is [ClH:10].[NH:1]1[CH2:4][CH:3]([C:5]([O:7][CH3:12])=[O:6])[CH2:2]1. The yield is 0.900. (7) The reactants are Cl[CH:2]1[N:7]([N+:8]([O-:10])=[O:9])[CH:6]=[CH:5][C:4](Cl)=[N:3]1.[CH3:12][C:13]1[CH:14]=[CH:15][C:16]([NH2:19])=[CH:17][CH:18]=1.CC[N:22]([CH:26]([CH3:28])[CH3:27])C(C)C. The catalyst is O1CCOCC1. The product is [C:13]1([CH3:12])[CH:18]=[CH:17][C:16]([NH:19][CH:2]2[N:7]([N+:8]([O-:10])=[O:9])[CH:6]=[CH:5][C:4]([NH:22][C:26]3[CH:27]=[CH:18][C:13]([CH3:14])=[CH:12][CH:28]=3)=[N:3]2)=[CH:15][CH:14]=1. The yield is 0.950. (8) The reactants are NC1C(C(N[C:15]2[CH:16]=[N:17][CH:18]=[C:19](F)[C:20]=2N2CCN(C(C3CNC3)=O)CC2)=O)=C2N=CC(F)=CN2N=1.[C:34]([O-:37])(O)=[O:35].[Na+].[CH3:51][C:50]([O:49][C:47](O[C:47]([O:49][C:50]([CH3:53])([CH3:52])[CH3:51])=[O:48])=[O:48])([CH3:53])[CH3:52]. The catalyst is O.O1CCOCC1. The product is [C:50]([O:49][C:47]([N:17]1[CH2:18][C:19]2[CH:18]=[N:17][CH:16]=[C:15]([C:34]([OH:37])=[O:35])[C:20]=2[CH2:15][CH2:16]1)=[O:48])([CH3:51])([CH3:52])[CH3:53]. The yield is 0.400. (9) The reactants are [CH3:1][C:2]([CH3:32])([CH3:31])[C:3](=[O:30])[CH2:4][O:5][C:6]1[CH:11]=[CH:10][C:9]([C:12]([C:17]2[CH:28]=[CH:27][C:20]3[S:21][C:22]([C:24]([OH:26])=[O:25])=[CH:23][C:19]=3[CH:18]=2)([CH2:15][CH3:16])[CH2:13][CH3:14])=[CH:8][C:7]=1[CH3:29].[BH4-].[Na+]. No catalyst specified. The product is [CH2:13]([C:12]([C:17]1[CH:28]=[CH:27][C:20]2[S:21][C:22]([C:24]([OH:26])=[O:25])=[CH:23][C:19]=2[CH:18]=1)([C:9]1[CH:10]=[CH:11][C:6]([O:5][CH2:4][CH:3]([OH:30])[C:2]([CH3:31])([CH3:32])[CH3:1])=[C:7]([CH3:29])[CH:8]=1)[CH2:15][CH3:16])[CH3:14]. The yield is 0.860. (10) The reactants are [NH:1]1[C:11]2[C:6](=[CH:7][CH:8]=[CH:9][CH:10]=2)[C:4](=[O:5])[C:2]1=[O:3].[C:12](O)(=O)[CH3:13].[CH2:16](O)[CH3:17]. The catalyst is C1COCC1. The product is [CH:17]1([CH2:12][CH2:13][N:1]2[C:11]3[C:6](=[CH:7][CH:8]=[CH:9][CH:10]=3)[C:4](=[O:5])[C:2]2=[O:3])[CH2:16][CH2:7][CH2:6][CH2:4][CH2:2]1. The yield is 0.830.